Dataset: CYP3A4 inhibition data for predicting drug metabolism from PubChem BioAssay. Task: Regression/Classification. Given a drug SMILES string, predict its absorption, distribution, metabolism, or excretion properties. Task type varies by dataset: regression for continuous measurements (e.g., permeability, clearance, half-life) or binary classification for categorical outcomes (e.g., BBB penetration, CYP inhibition). Dataset: cyp3a4_veith. (1) The drug is COC(=O)[C@@]1(Cc2ccccc2)[C@H]2c3cc(C(=O)N(C)C)n(C[C@H](O)CO)c3C[C@H]2CN1C(=O)c1ccccc1. The result is 1 (inhibitor). (2) The molecule is CC(C)CCC1(CCN)C(=O)NC(=O)NC1=O. The result is 0 (non-inhibitor). (3) The result is 0 (non-inhibitor). The drug is CCOC(=O)c1sc(NS(=O)(=O)c2ccccc2)nc1C. (4) The drug is CO[C@@H]1COC(=O)C/C=C\[C@H](C)COC(=O)[C@H](C)NC(=O)C/C=C\[C@H]1C. The result is 0 (non-inhibitor). (5) The drug is COc1cccc(-c2nccc(NCc3ccc(OC)cc3OC)n2)c1. The result is 1 (inhibitor).